Dataset: Catalyst prediction with 721,799 reactions and 888 catalyst types from USPTO. Task: Predict which catalyst facilitates the given reaction. Reactant: [CH3:1][O:2][C:3](=[O:19])[CH:4]([NH:11][C:12]([O:14][C:15]([CH3:18])([CH3:17])[CH3:16])=[O:13])P(OC)(OC)=O.CN(C)C(=N)N(C)C.[NH2:28][C:29]1[N:36]=[CH:35][CH:34]=[CH:33][C:30]=1[CH:31]=O. Product: [NH2:28][C:29]1[C:30](/[CH:31]=[C:4](\[NH:11][C:12]([O:14][C:15]([CH3:16])([CH3:17])[CH3:18])=[O:13])/[C:3]([O:2][CH3:1])=[O:19])=[CH:33][CH:34]=[CH:35][N:36]=1. The catalyst class is: 20.